This data is from Forward reaction prediction with 1.9M reactions from USPTO patents (1976-2016). The task is: Predict the product of the given reaction. (1) Given the reactants [CH2:1]([O:8][C:9]([NH:11][CH2:12][C:13]1[C:14]([CH2:34][CH:35]([CH3:37])[CH3:36])=[N:15][C:16]([CH3:33])=[C:17]([C:25]=1[C:26]1[CH:31]=[CH:30][C:29]([CH3:32])=[CH:28][CH:27]=1)[C:18]([O:20][CH2:21][C:22]([NH2:24])=[S:23])=[O:19])=[O:10])[C:2]1[CH:7]=[CH:6][CH:5]=[CH:4][CH:3]=1.Br[CH2:39][C:40](=O)[C:41]([O:43][CH2:44][CH3:45])=[O:42], predict the reaction product. The product is: [CH2:1]([O:8][C:9]([NH:11][CH2:12][C:13]1[C:14]([CH2:34][CH:35]([CH3:37])[CH3:36])=[N:15][C:16]([CH3:33])=[C:17]([C:25]=1[C:26]1[CH:27]=[CH:28][C:29]([CH3:32])=[CH:30][CH:31]=1)[C:18]([O:20][CH2:21][C:22]1[S:23][CH:39]=[C:40]([C:41]([O:43][CH2:44][CH3:45])=[O:42])[N:24]=1)=[O:19])=[O:10])[C:2]1[CH:3]=[CH:4][CH:5]=[CH:6][CH:7]=1. (2) Given the reactants [NH2:1][C:2]1[C:6]2([CH2:11][CH2:10][CH2:9][CH2:8][CH2:7]2)[O:5][C:4](=[O:12])[C:3]=1[C:13]1[C:18]([CH3:19])=[CH:17][C:16]([C:20]2[CH:25]=[CH:24][CH:23]=[C:22]([NH2:26])[CH:21]=2)=[C:15]([Cl:27])[CH:14]=1.N1C=CC=CC=1.[Br:34][CH2:35][CH2:36][CH2:37][S:38](Cl)(=[O:40])=[O:39], predict the reaction product. The product is: [NH2:1][C:2]1[C:6]2([CH2:11][CH2:10][CH2:9][CH2:8][CH2:7]2)[O:5][C:4](=[O:12])[C:3]=1[C:13]1[C:18]([CH3:19])=[CH:17][C:16]([C:20]2[CH:25]=[CH:24][CH:23]=[C:22]([NH:26][S:38]([CH2:37][CH2:36][CH2:35][Br:34])(=[O:40])=[O:39])[CH:21]=2)=[C:15]([Cl:27])[CH:14]=1. (3) Given the reactants [C:1]([O:5][C:6]([N:8]1[CH2:13][CH2:12][N:11]([C:14]2[CH:19]=[CH:18][C:17]([C:20]([F:23])([F:22])[F:21])=[CH:16][C:15]=2[C:24]#[N:25])[CH2:10][CH2:9]1)=[O:7])([CH3:4])([CH3:3])[CH3:2].[H][H], predict the reaction product. The product is: [C:1]([O:5][C:6]([N:8]1[CH2:13][CH2:12][N:11]([C:14]2[CH:19]=[CH:18][C:17]([C:20]([F:21])([F:22])[F:23])=[CH:16][C:15]=2[CH2:24][NH2:25])[CH2:10][CH2:9]1)=[O:7])([CH3:4])([CH3:2])[CH3:3]. (4) The product is: [Br:1][C:2]1[N:7]=[C:6]([C:8]([CH3:12])([CH3:11])[C:9]([NH2:10])=[O:16])[CH:5]=[CH:4][CH:3]=1. Given the reactants [Br:1][C:2]1[N:7]=[C:6]([C:8]([CH3:12])([CH3:11])[C:9]#[N:10])[CH:5]=[CH:4][CH:3]=1.OO.C(=O)([O-])[O-:16].[K+].[K+], predict the reaction product.